Dataset: Full USPTO retrosynthesis dataset with 1.9M reactions from patents (1976-2016). Task: Predict the reactants needed to synthesize the given product. (1) Given the product [C:25]([O:28][CH2:29][C:30]1[C:31]([N:45]2[CH2:56][CH2:55][N:54]3[C:47](=[CH:48][C:49]4[CH2:50][C:51]([CH3:58])([CH3:57])[CH2:52][C:53]=43)[C:46]2=[O:59])=[N:32][CH:33]=[CH:34][C:35]=1[C:2]1[CH:3]=[C:4]([NH:11][C:12]2[CH:24]=[C:15]3[CH2:16][N:17]([CH2:20][CH2:21][O:22][CH3:23])[CH2:18][CH2:19][N:14]3[N:13]=2)[C:5](=[O:10])[N:6]([CH3:9])[C:7]=1[CH3:8])(=[O:27])[CH3:26], predict the reactants needed to synthesize it. The reactants are: Br[C:2]1[CH:3]=[C:4]([NH:11][C:12]2[CH:24]=[C:15]3[CH2:16][N:17]([CH2:20][CH2:21][O:22][CH3:23])[CH2:18][CH2:19][N:14]3[N:13]=2)[C:5](=[O:10])[N:6]([CH3:9])[C:7]=1[CH3:8].[C:25]([O:28][CH2:29][C:30]1[C:31]([N:45]2[CH2:56][CH2:55][N:54]3[C:47](=[CH:48][C:49]4[CH2:50][C:51]([CH3:58])([CH3:57])[CH2:52][C:53]=43)[C:46]2=[O:59])=[N:32][CH:33]=[CH:34][C:35]=1B1OC(C)(C)C(C)(C)O1)(=[O:27])[CH3:26].[O-]P([O-])([O-])=O.[K+].[K+].[K+].C([O-])(=O)C.[Na+]. (2) Given the product [F:45][C:46]([F:68])([C:61]1[CH:66]=[CH:65][C:64]([F:67])=[CH:63][CH:62]=1)[C:47]1[N:54]=[C:52]([OH:53])[C:51]2[C:50](=[CH:58][C:57]([O:59][CH3:60])=[CH:56][CH:55]=2)[N:49]=1, predict the reactants needed to synthesize it. The reactants are: FC1C(F)=C2C(=CC=1F)N=C(C1C=CC(F)=CC=1)N=C2O.FC(F)(C1C=CC(F)=CC=1)C(NC1C=C(F)C=CC=1C(N)=O)=O.[F:45][C:46]([F:68])([C:61]1[CH:66]=[CH:65][C:64]([F:67])=[CH:63][CH:62]=1)[C:47]([NH:49][C:50]1[CH:58]=[C:57]([O:59][CH3:60])[CH:56]=[CH:55][C:51]=1[C:52]([NH2:54])=[O:53])=O. (3) Given the product [Cl:1][C:2]1[N:3]=[C:4]([NH:21][CH:18]2[CH2:20][CH2:19]2)[C:5]2[O:10][CH:9]=[CH:8][C:6]=2[N:7]=1, predict the reactants needed to synthesize it. The reactants are: [Cl:1][C:2]1[N:3]=[C:4](Cl)[C:5]2[O:10][CH:9]=[CH:8][C:6]=2[N:7]=1.O1CCOCC1.[CH:18]1([NH2:21])[CH2:20][CH2:19]1. (4) Given the product [Cl:18][C:4]1[CH:3]=[C:2]([CH3:19])[C:10]2[N:9]3[CH2:11][CH2:12][CH2:13][NH:14][C:15](=[O:16])[C:8]3=[C:7]([CH3:17])[C:6]=2[CH:5]=1, predict the reactants needed to synthesize it. The reactants are: Br[C:2]1[C:10]2[N:9]3[CH2:11][CH2:12][CH2:13][NH:14][C:15](=[O:16])[C:8]3=[C:7]([CH3:17])[C:6]=2[CH:5]=[C:4]([Cl:18])[CH:3]=1.[CH3:19]B1OB(C)OB(C)O1. (5) Given the product [CH3:17][C:18]1[N:23]=[CH:22][C:21]([NH2:24])=[CH:20][C:19]=1[C:2]1[CH:3]=[C:4]([N:11]2[CH2:16][CH2:15][O:14][CH2:13][CH2:12]2)[C:5]2[N:6]([CH:8]=[CH:9][N:10]=2)[N:7]=1, predict the reactants needed to synthesize it. The reactants are: Cl[C:2]1[CH:3]=[C:4]([N:11]2[CH2:16][CH2:15][O:14][CH2:13][CH2:12]2)[C:5]2[N:6]([CH:8]=[CH:9][N:10]=2)[N:7]=1.[CH3:17][C:18]1[N:23]=[CH:22][C:21]([NH2:24])=[CH:20][C:19]=1B1OC(C)(C)C(C)(C)O1.C([O-])([O-])=O.[Na+].[Na+].C(Cl)Cl.